The task is: Predict the reaction yield, written as a fraction of the theoretical maximum amount of product (1.0 means a 100% yield; for example, 0.34 means a 34% yield).. This data is from Reaction yield outcomes from USPTO patents with 853,638 reactions. (1) The reactants are C(OC([N:11]1[CH2:15][CH:14]([CH3:16])[CH2:13][C@H:12]1[CH2:17][C:18](=[O:25])[CH2:19][C:20](OCC)=O)=O)C1C=CC=CC=1.C(OC(N1C[C@H](OC)C[C@H]1CC(=O)CC(OCC)=O)=O)C1C=CC=CC=1. No catalyst specified. The product is [CH3:16][CH:14]1[CH2:15][N:11]2[C@H:12]([CH2:17][C:18](=[O:25])[CH2:19][CH2:20]2)[CH2:13]1. The yield is 0.340. (2) The reactants are [F:1][C:2]1[CH:7]=[C:6]([I:8])[CH:5]=[CH:4][C:3]=1[NH:9][C:10]1[C:15]([C:16](O)=[O:17])=[CH:14][N:13]=[C:12]2[N:19]([CH2:22][C:23]3[CH:28]=[CH:27][C:26]([O:29][CH3:30])=[CH:25][CH:24]=3)[N:20]=[CH:21][C:11]=12.[CH:31]([O:33][CH2:34][CH2:35][O:36][NH2:37])=[CH2:32].C1C=CC2N(O)N=NC=2C=1.CCN=C=NCCCN(C)C.CCN(C(C)C)C(C)C. The catalyst is CN(C=O)C. The product is [CH:31]([O:33][CH2:34][CH2:35][O:36][NH:37][C:16]([C:15]1[C:10]([NH:9][C:3]2[CH:4]=[CH:5][C:6]([I:8])=[CH:7][C:2]=2[F:1])=[C:11]2[CH:21]=[N:20][N:19]([CH2:22][C:23]3[CH:24]=[CH:25][C:26]([O:29][CH3:30])=[CH:27][CH:28]=3)[C:12]2=[N:13][CH:14]=1)=[O:17])=[CH2:32]. The yield is 0.810. (3) The reactants are [Cl:1][C:2]1[N:7]=[C:6]([C:8]2[C:9]([C:17]3[CH:18]=[CH:19][C:20]([O:30][CH3:31])=[C:21]([NH:23][C:24](=[O:29])[C:25](F)(F)F)[CH:22]=3)=[N:10][N:11]3[CH:16]=[CH:15][CH:14]=[CH:13][C:12]=23)[CH:5]=[CH:4][N:3]=1.[Li+].[OH-].C1COCC1.[CH:39]1[CH:43]=[C:42](CC(Cl)=O)[S:41][CH:40]=1. The catalyst is O. The product is [Cl:1][C:2]1[N:7]=[C:6]([C:8]2[C:9]([C:17]3[CH:18]=[CH:19][C:20]([O:30][CH3:31])=[C:21]([NH:23][C:24](=[O:29])[CH2:25][C:40]4[S:41][CH:42]=[CH:43][CH:39]=4)[CH:22]=3)=[N:10][N:11]3[CH:16]=[CH:15][CH:14]=[CH:13][C:12]=23)[CH:5]=[CH:4][N:3]=1. The yield is 0.790.